Dataset: Forward reaction prediction with 1.9M reactions from USPTO patents (1976-2016). Task: Predict the product of the given reaction. The product is: [CH2:1]([N:8]1[C:16]2[C:11](=[CH:12][CH:13]=[CH:14][CH:15]=2)[C:10]([C:28]#[C:29][CH2:30][CH2:31][CH2:32][CH2:33][CH3:34])=[N:9]1)[C:2]1[CH:3]=[CH:4][CH:5]=[CH:6][CH:7]=1. Given the reactants [CH2:1]([N:8]1[C:16]2[C:11](=[CH:12][CH:13]=[CH:14][CH:15]=2)[C:10](OS(C2C=CC(C)=CC=2)(=O)=O)=[N:9]1)[C:2]1[CH:7]=[CH:6][CH:5]=[CH:4][CH:3]=1.[CH:28]#[C:29][CH2:30][CH2:31][CH2:32][CH2:33][CH3:34], predict the reaction product.